From a dataset of Peptide-MHC class II binding affinity with 134,281 pairs from IEDB. Regression. Given a peptide amino acid sequence and an MHC pseudo amino acid sequence, predict their binding affinity value. This is MHC class II binding data. (1) The binding affinity (normalized) is 0.678. The MHC is H-2-IAb with pseudo-sequence H-2-IAb. The peptide sequence is LNNYALFLSPRAQQAS. (2) The peptide sequence is EFILDGDNLFPKV. The MHC is DRB1_0401 with pseudo-sequence DRB1_0401. The binding affinity (normalized) is 0.595. (3) The MHC is DRB1_0401 with pseudo-sequence DRB1_0401. The peptide sequence is IAFLRFLAIPPTAGI. The binding affinity (normalized) is 1.00. (4) The peptide sequence is MDKFLANVSTVLTGK. The binding affinity (normalized) is 0.919. The MHC is DRB1_1302 with pseudo-sequence DRB1_1302. (5) The peptide sequence is KTIAYDEEARR. The MHC is DRB5_0101 with pseudo-sequence DRB5_0101. The binding affinity (normalized) is 0. (6) The peptide sequence is VALTLTSYLGLTQPF. The MHC is DRB1_0404 with pseudo-sequence DRB1_0404. The binding affinity (normalized) is 0.657. (7) The peptide sequence is TKVTFHVVGVGPLLH. The MHC is HLA-DPA10301-DPB10402 with pseudo-sequence HLA-DPA10301-DPB10402. The binding affinity (normalized) is 0.437.